Dataset: Catalyst prediction with 721,799 reactions and 888 catalyst types from USPTO. Task: Predict which catalyst facilitates the given reaction. (1) Product: [CH2:1]([S:8][C:9]1[CH:10]=[C:11]2[C:16](=[CH:17][CH:18]=1)[C:15]([Cl:22])=[N:14][CH:13]=[C:12]2[C:20]#[N:21])[C:2]1[CH:7]=[CH:6][CH:5]=[CH:4][CH:3]=1. Reactant: [CH2:1]([S:8][C:9]1[CH:10]=[C:11]2[C:16](=[CH:17][CH:18]=1)[C:15](=O)[NH:14][CH:13]=[C:12]2[C:20]#[N:21])[C:2]1[CH:7]=[CH:6][CH:5]=[CH:4][CH:3]=1.[Cl:22]CCCl.O=P(Cl)(Cl)Cl. The catalyst class is: 13. (2) Reactant: [Cl:1][C:2]1[CH:3]=[CH:4][C:5]([S:23]([CH2:26][CH3:27])(=[O:25])=[O:24])=[C:6]([CH:22]=1)[NH:7][N:8]1[C:17](=[O:18])[C:16]2[C:11](=[CH:12][CH:13]=[C:14]([C:19]([CH3:21])=[CH2:20])[CH:15]=2)[N:10]=[CH:9]1. Product: [Cl:1][C:2]1[CH:3]=[CH:4][C:5]([S:23]([CH2:26][CH3:27])(=[O:24])=[O:25])=[C:6]([CH:22]=1)[NH:7][N:8]1[C:17](=[O:18])[C:16]2[C:11](=[CH:12][CH:13]=[C:14]([CH:19]([CH3:21])[CH3:20])[CH:15]=2)[N:10]=[CH:9]1. The catalyst class is: 407. (3) Reactant: [N:1]1[CH:6]=[CH:5][CH:4]=[C:3]([NH:7][C:8](=[O:15])OCC(Cl)(Cl)Cl)[CH:2]=1.Cl[C:17]1[CH:18]=[C:19]([C:23]2[N:24]=[C:25]([N:28]3[CH2:33][CH2:32][NH:31][CH2:30][CH2:29]3)[S:26][CH:27]=2)[CH:20]=[CH:21][CH:22]=1.[CH:34]([N:37](C(C)C)CC)(C)C.O. Product: [C:34]([C:17]1[CH:18]=[C:19]([C:23]2[N:24]=[C:25]([N:28]3[CH2:33][CH2:32][N:31]([C:8]([NH:7][C:3]4[CH:2]=[N:1][CH:6]=[CH:5][CH:4]=4)=[O:15])[CH2:30][CH2:29]3)[S:26][CH:27]=2)[CH:20]=[CH:21][CH:22]=1)#[N:37]. The catalyst class is: 16.